Dataset: Reaction yield outcomes from USPTO patents with 853,638 reactions. Task: Predict the reaction yield, written as a fraction of the theoretical maximum amount of product (1.0 means a 100% yield; for example, 0.34 means a 34% yield). (1) The reactants are CNC([C:5]1[CH:6]=[CH:7][C:8]([N:11]2[CH2:16][CH2:15][CH:14]([OH:17])[CH2:13][CH2:12]2)=[N:9][CH:10]=1)=O.[C:18]([Si:22]([CH3:25])([CH3:24])Cl)([CH3:21])([CH3:20])[CH3:19].N1C=CN=C1.[CH3:31][N:32](C)[CH:33]=[O:34]. No catalyst specified. The product is [CH3:31][NH:32][C:33]([CH:13]1[CH2:12][N:11]([C:8]2[CH:7]=[CH:6][CH:5]=[CH:10][N:9]=2)[CH2:16][CH2:15][CH:14]1[O:17][Si:22]([C:18]([CH3:21])([CH3:20])[CH3:19])([CH3:25])[CH3:24])=[O:34]. The yield is 0.973. (2) The reactants are [CH:1]([N:4]1[C:12]2[CH:11]=[C:10]([C:13]3[CH:18]=[CH:17][N:16]=[N:15][CH:14]=3)[CH:9]=[C:8]([C:19]([O:21]C)=[O:20])[C:7]=2[C:6]([CH3:23])=[CH:5]1)([CH3:3])[CH3:2].CO.[OH-].[Li+].O. The catalyst is O1CCCC1. The product is [CH:1]([N:4]1[C:12]2[CH:11]=[C:10]([C:13]3[CH:18]=[CH:17][N:16]=[N:15][CH:14]=3)[CH:9]=[C:8]([C:19]([OH:21])=[O:20])[C:7]=2[C:6]([CH3:23])=[CH:5]1)([CH3:3])[CH3:2]. The yield is 0.950.